This data is from Forward reaction prediction with 1.9M reactions from USPTO patents (1976-2016). The task is: Predict the product of the given reaction. (1) Given the reactants [CH2:1]([O:3][C:4]([C:6]1([C:19]([O:21][CH2:22][CH3:23])=[O:20])[CH2:11][CH2:10][N:9](CC2C=CC=CC=2)[CH2:8][CH2:7]1)=[O:5])[CH3:2].[H][H], predict the reaction product. The product is: [CH2:1]([O:3][C:4]([C:6]1([C:19]([O:21][CH2:22][CH3:23])=[O:20])[CH2:11][CH2:10][NH:9][CH2:8][CH2:7]1)=[O:5])[CH3:2]. (2) Given the reactants [C:1]([C:4]1[C:9]2[S:10][C:11]([C:14]([NH:16][C:17]3[CH:26]=[C:25]([CH2:27][N:28]4[CH2:32][CH2:31][C@@H:30]([OH:33])[CH2:29]4)[C:24]4[C:19](=[CH:20][CH:21]=[CH:22][CH:23]=4)[N:18]=3)=[O:15])=[C:12]([CH3:13])[C:8]=2[C:7]([CH2:34][O:35][CH3:36])=[CH:6][CH:5]=1)(=[O:3])[CH3:2].O.[C:38]1([CH3:48])[CH:43]=[CH:42][C:41]([S:44]([OH:47])(=[O:46])=[O:45])=[CH:40][CH:39]=1.CO, predict the reaction product. The product is: [C:38]1([CH3:48])[CH:39]=[CH:40][C:41]([S:44]([OH:47])(=[O:45])=[O:46])=[CH:42][CH:43]=1.[C:1]([C:4]1[C:9]2[S:10][C:11]([C:14]([NH:16][C:17]3[CH:26]=[C:25]([CH2:27][N:28]4[CH2:32][CH2:31][C@@H:30]([OH:33])[CH2:29]4)[C:24]4[C:19](=[CH:20][CH:21]=[CH:22][CH:23]=4)[N:18]=3)=[O:15])=[C:12]([CH3:13])[C:8]=2[C:7]([CH2:34][O:35][CH3:36])=[CH:6][CH:5]=1)(=[O:3])[CH3:2].